Dataset: Reaction yield outcomes from USPTO patents with 853,638 reactions. Task: Predict the reaction yield, written as a fraction of the theoretical maximum amount of product (1.0 means a 100% yield; for example, 0.34 means a 34% yield). The product is [F:35][C:31]1[CH:30]=[C:29]2[C:34]([C:26]([C:23]3[N:24]=[C:25]4[C:17]([C:15]([NH:14][C:11]([CH3:13])([CH2:10][CH2:9][OH:8])[CH3:12])=[O:16])=[CH:18][NH:19][C:20]4=[N:21][CH:22]=3)=[N:27][N:28]2[CH3:36])=[CH:33][CH:32]=1. The catalyst is Cl.O1CCOCC1. The yield is 0.276. The reactants are [Si]([O:8][CH2:9][CH2:10][C:11]([NH:14][C:15]([C:17]1[C:25]2[C:20](=[N:21][CH:22]=[C:23]([C:26]3[C:34]4[C:29](=[CH:30][C:31]([F:35])=[CH:32][CH:33]=4)[N:28]([CH3:36])[N:27]=3)[N:24]=2)[NH:19][CH:18]=1)=[O:16])([CH3:13])[CH3:12])(C(C)(C)C)(C)C.